Predict the reactants needed to synthesize the given product. From a dataset of Full USPTO retrosynthesis dataset with 1.9M reactions from patents (1976-2016). (1) Given the product [ClH:1].[NH:12]1[C:13]2[CH:19]=[CH:18][CH:17]=[CH:16][C:14]=2[N:15]=[C:11]1[NH:4][C:3]1[C:5]([F:9])=[CH:6][CH:7]=[CH:8][C:2]=1[Cl:1], predict the reactants needed to synthesize it. The reactants are: [Cl:1][C:2]1[CH:8]=[CH:7][CH:6]=[C:5]([F:9])[C:3]=1[NH2:4].Cl[C:11]1[NH:12][C:13]2[CH:19]=[CH:18][CH:17]=[CH:16][C:14]=2[N:15]=1.Cl. (2) Given the product [Br:23][C:24]1[CH:32]=[CH:31][C:27]([C:28]([N:13]2[CH2:14][CH2:15][N:10]([C:16]([O:18][C:19]([CH3:22])([CH3:21])[CH3:20])=[O:17])[CH2:11][CH2:12]2)=[O:29])=[CH:26][CH:25]=1, predict the reactants needed to synthesize it. The reactants are: C(N(CC)C(C)C)(C)C.[N:10]1([C:16]([O:18][C:19]([CH3:22])([CH3:21])[CH3:20])=[O:17])[CH2:15][CH2:14][NH:13][CH2:12][CH2:11]1.[Br:23][C:24]1[CH:32]=[CH:31][C:27]([C:28](Cl)=[O:29])=[CH:26][CH:25]=1.O. (3) The reactants are: [CH2:1]([O:8][C:9]1[CH:18]=[CH:17][C:12]([C:13]([NH:15][CH3:16])=O)=[CH:11][CH:10]=1)[C:2]1[CH:7]=[CH:6][CH:5]=[CH:4][CH:3]=1.C(N(CC)CC)C.S(Cl)(Cl)=O.[N-:30]=[N+:31]=[N-:32].[Na+]. Given the product [CH2:1]([O:8][C:9]1[CH:18]=[CH:17][C:12]([C:13]2[N:15]([CH3:16])[N:32]=[N:31][N:30]=2)=[CH:11][CH:10]=1)[C:2]1[CH:7]=[CH:6][CH:5]=[CH:4][CH:3]=1, predict the reactants needed to synthesize it. (4) The reactants are: C[O:2][C:3]1[CH:4]=[C:5]2[C:10](=[CH:11][C:12]=1[O:13]C)[N:9]=[CH:8][NH:7][C:6]2=[O:15].COC1C=CC=C2C=1C(OC)=NC(=O)N2.Br.N. Given the product [OH:2][C:3]1[CH:4]=[C:5]2[C:10](=[CH:11][C:12]=1[OH:13])[N:9]=[CH:8][NH:7][C:6]2=[O:15], predict the reactants needed to synthesize it. (5) Given the product [NH2:1][C:2]1[N:7]=[C:6]([O:20][CH:17]([CH3:19])[CH3:18])[C:5]([C:9]#[N:10])=[C:4]([C:11]2[CH:16]=[CH:15][CH:14]=[CH:13][CH:12]=2)[N:3]=1, predict the reactants needed to synthesize it. The reactants are: [NH2:1][C:2]1[N:7]=[C:6](Cl)[C:5]([C:9]#[N:10])=[C:4]([C:11]2[CH:16]=[CH:15][CH:14]=[CH:13][CH:12]=2)[N:3]=1.[CH:17]([OH:20])([CH3:19])[CH3:18].C1CCN2C(=NCCC2)CC1.